Dataset: NCI-60 drug combinations with 297,098 pairs across 59 cell lines. Task: Regression. Given two drug SMILES strings and cell line genomic features, predict the synergy score measuring deviation from expected non-interaction effect. (1) Drug 1: C1CNP(=O)(OC1)N(CCCl)CCCl. Drug 2: C1C(C(OC1N2C=NC3=C2NC=NCC3O)CO)O. Cell line: NCI/ADR-RES. Synergy scores: CSS=-9.13, Synergy_ZIP=4.73, Synergy_Bliss=2.62, Synergy_Loewe=-10.0, Synergy_HSA=-11.1. (2) Drug 1: CC(C1=C(C=CC(=C1Cl)F)Cl)OC2=C(N=CC(=C2)C3=CN(N=C3)C4CCNCC4)N. Drug 2: CNC(=O)C1=NC=CC(=C1)OC2=CC=C(C=C2)NC(=O)NC3=CC(=C(C=C3)Cl)C(F)(F)F. Cell line: UACC-257. Synergy scores: CSS=38.2, Synergy_ZIP=0.409, Synergy_Bliss=0.398, Synergy_Loewe=-0.986, Synergy_HSA=-0.688. (3) Drug 1: CN(C)N=NC1=C(NC=N1)C(=O)N. Drug 2: C1=NC2=C(N=C(N=C2N1C3C(C(C(O3)CO)O)O)F)N. Cell line: SW-620. Synergy scores: CSS=-11.0, Synergy_ZIP=2.03, Synergy_Bliss=-4.44, Synergy_Loewe=-11.7, Synergy_HSA=-9.86. (4) Drug 1: CC1=C2C(C(=O)C3(C(CC4C(C3C(C(C2(C)C)(CC1OC(=O)C(C(C5=CC=CC=C5)NC(=O)OC(C)(C)C)O)O)OC(=O)C6=CC=CC=C6)(CO4)OC(=O)C)OC)C)OC. Drug 2: COCCOC1=C(C=C2C(=C1)C(=NC=N2)NC3=CC=CC(=C3)C#C)OCCOC.Cl. Cell line: SN12C. Synergy scores: CSS=69.3, Synergy_ZIP=17.5, Synergy_Bliss=17.0, Synergy_Loewe=3.72, Synergy_HSA=18.7. (5) Drug 1: CCC1=CC2CC(C3=C(CN(C2)C1)C4=CC=CC=C4N3)(C5=C(C=C6C(=C5)C78CCN9C7C(C=CC9)(C(C(C8N6C)(C(=O)OC)O)OC(=O)C)CC)OC)C(=O)OC.C(C(C(=O)O)O)(C(=O)O)O. Drug 2: CC(CN1CC(=O)NC(=O)C1)N2CC(=O)NC(=O)C2. Cell line: SW-620. Synergy scores: CSS=69.6, Synergy_ZIP=-1.49, Synergy_Bliss=-1.80, Synergy_Loewe=-2.26, Synergy_HSA=1.47.